This data is from Reaction yield outcomes from USPTO patents with 853,638 reactions. The task is: Predict the reaction yield, written as a fraction of the theoretical maximum amount of product (1.0 means a 100% yield; for example, 0.34 means a 34% yield). (1) The reactants are [Cl:1][C:2]1[CH:10]=[CH:9][CH:8]=[C:7]2[C:3]=1[CH2:4][N:5]([C:11]([O:13][C@H:14]1[CH2:55][N:17]3[C:18](=[O:54])[C@@H:19]([NH:46]C(OC(C)(C)C)=O)[CH2:20][CH2:21][O:22][CH2:23][CH2:24][CH:25]=[CH:26][C@@H:27]4[CH2:32][C@@:28]4([C:33](=[O:45])[NH:34][S:35]([C:38]4[CH:43]=[CH:42][C:41]([Cl:44])=[CH:40][CH:39]=4)(=[O:37])=[O:36])[NH:29][C:30](=[O:31])[C@@H:16]3[CH2:15]1)=[O:12])[CH2:6]2.Cl.O1CCOCC1. The catalyst is C(Cl)Cl. The product is [ClH:1].[Cl:1][C:2]1[CH:10]=[CH:9][CH:8]=[C:7]2[C:3]=1[CH2:4][N:5]([C:11]([O:13][C@H:14]1[CH2:55][N:17]3[C:18](=[O:54])[C@@H:19]([NH2:46])[CH2:20][CH2:21][O:22][CH2:23][CH2:24][CH:25]=[CH:26][C@@H:27]4[CH2:32][C@@:28]4([C:33](=[O:45])[NH:34][S:35]([C:38]4[CH:39]=[CH:40][C:41]([Cl:44])=[CH:42][CH:43]=4)(=[O:36])=[O:37])[NH:29][C:30](=[O:31])[C@@H:16]3[CH2:15]1)=[O:12])[CH2:6]2. The yield is 0.997. (2) The reactants are [Br:1][C:2]1[C:3]([F:10])=[CH:4][C:5]([CH3:9])=[C:6]([CH:8]=1)[NH2:7].[N:11]([O-])=O.[Na+].O.O.[Cl:17][Sn]Cl.[OH-].[Na+].CCOCC. The catalyst is Cl.O. The product is [ClH:17].[Br:1][C:2]1[C:3]([F:10])=[CH:4][C:5]([CH3:9])=[C:6]([NH:7][NH2:11])[CH:8]=1. The yield is 0.710.